Dataset: Full USPTO retrosynthesis dataset with 1.9M reactions from patents (1976-2016). Task: Predict the reactants needed to synthesize the given product. (1) The reactants are: [CH2:1]1[C:9]2[CH:8]=[CH:7][CH:6]=[C:5]([CH:10]=O)[C:4]=2[CH2:3][CH2:2]1.[NH2:12][C:13]1[CH:17]=[CH:16][NH:15][N:14]=1.O=[C:19]([CH2:26][CH2:27][CH3:28])[CH2:20][C:21]([O:23][CH2:24][CH3:25])=[O:22]. Given the product [CH2:1]1[C:9]2[C:4](=[C:5]([CH:10]3[C:20]([C:21]([O:23][CH2:24][CH3:25])=[O:22])=[C:19]([CH2:26][CH2:27][CH3:28])[NH:12][C:13]4=[N:14][NH:15][CH:16]=[C:17]34)[CH:6]=[CH:7][CH:8]=2)[CH2:3][CH2:2]1, predict the reactants needed to synthesize it. (2) Given the product [C:15]([O:14][C:12]([N:9]1[CH2:8][CH:7]2[CH:11]([CH:6]2[C:4]([OH:5])=[O:3])[CH2:10]1)=[O:13])([CH3:18])([CH3:16])[CH3:17], predict the reactants needed to synthesize it. The reactants are: C([O:3][C:4]([CH:6]1[CH:11]2[CH:7]1[CH2:8][N:9]([C:12]([O:14][C:15]([CH3:18])([CH3:17])[CH3:16])=[O:13])[CH2:10]2)=[O:5])C.[OH-].[Na+].CCCCCC.C(OCC)(=O)C. (3) The reactants are: C([N:4]1[C:28](=O)[C:7]2=[N:8][N:9]([CH2:16][C:17]3[CH:22]=[CH:21][C:20]([N:23]4[CH:27]=[CH:26][CH:25]=[N:24]4)=[CH:19][CH:18]=3)C3[CH:11]=[CH:12][CH:13]=[CH:14][C:15]=3[C:6]2=[N:5]1)C=C.C[N+]1([O-])CCOCC1.I([O-])(=O)(=O)=O.[Na+].[C:44](=[O:47])(O)[O-].[Na+]. Given the product [N:23]1([C:20]2[CH:19]=[CH:18][C:17]([CH2:16][N:9]3[C:44](=[O:47])[C:28]4=[N:4][NH:5][C:11]5[CH:12]=[CH:13][CH:14]=[CH:15][C:6]=5[C:7]4=[N:8]3)=[CH:22][CH:21]=2)[CH:27]=[CH:26][CH:25]=[N:24]1, predict the reactants needed to synthesize it. (4) Given the product [Cl:19][C:20]1[CH:21]=[C:22]([C:26]#[C:27][C:28]2[CH2:32][C:31]3([CH2:36][CH2:35][NH:34][CH2:33]3)[O:30][N:29]=2)[CH:23]=[CH:24][CH:25]=1, predict the reactants needed to synthesize it. The reactants are: C1(C#CC2CC3(CCNCC3)ON=2)C=CC=CC=1.[Cl:19][C:20]1[CH:21]=[C:22]([C:26]#[C:27][C:28]2[CH2:32][C:31]3([CH2:36][CH2:35][N:34](C(OC(C)(C)C)=O)[CH2:33]3)[O:30][N:29]=2)[CH:23]=[CH:24][CH:25]=1. (5) Given the product [Br:11][CH2:9][C:8]([C:7]1[C:2]([Br:1])=[N:3][CH:4]=[CH:5][CH:6]=1)=[O:10], predict the reactants needed to synthesize it. The reactants are: [Br:1][C:2]1[C:7]([C:8](=[O:10])[CH3:9])=[CH:6][CH:5]=[CH:4][N:3]=1.[Br:11]Br. (6) Given the product [CH2:1]([O:8][C:9](=[O:20])[NH:10][C:11]1[CH:16]=[CH:15][CH:14]=[C:13]([C:17](=[O:19])[CH2:18][Br:26])[CH:12]=1)[C:2]1[CH:7]=[CH:6][CH:5]=[CH:4][CH:3]=1, predict the reactants needed to synthesize it. The reactants are: [CH2:1]([O:8][C:9](=[O:20])[NH:10][C:11]1[CH:16]=[CH:15][CH:14]=[C:13]([C:17](=[O:19])[CH3:18])[CH:12]=1)[C:2]1[CH:7]=[CH:6][CH:5]=[CH:4][CH:3]=1.C1COCC1.[Br:26]Br.C([O-])(O)=O.[Na+]. (7) Given the product [OH:33][C:31]1[CH:30]=[CH:29][C:15]2[C:16]([C:25]([F:28])([F:27])[F:26])=[C:17]([C:18]3[CH:23]=[CH:22][C:21]([OH:24])=[CH:20][CH:19]=3)[CH:12]([C:9]3[CH:10]=[CH:11][C:6]([O:5][CH2:4][CH2:3][CH2:2][N:42]4[CH2:47][CH2:46][CH2:45][CH2:44][CH2:43]4)=[CH:7][CH:8]=3)[O:13][C:14]=2[CH:32]=1, predict the reactants needed to synthesize it. The reactants are: Cl[CH2:2][CH2:3][CH2:4][O:5][C:6]1[CH:11]=[CH:10][C:9]([CH:12]2[C:17]([C:18]3[CH:23]=[CH:22][C:21]([OH:24])=[CH:20][CH:19]=3)=[C:16]([C:25]([F:28])([F:27])[F:26])[C:15]3[CH:29]=[CH:30][C:31]([OH:33])=[CH:32][C:14]=3[O:13]2)=[CH:8][CH:7]=1.C(=O)([O-])[O-].[K+].[K+].[I-].[K+].[NH:42]1[CH2:47][CH2:46][CH2:45][CH2:44][CH2:43]1.